The task is: Predict which catalyst facilitates the given reaction.. This data is from Catalyst prediction with 721,799 reactions and 888 catalyst types from USPTO. (1) Reactant: [OH-:1].[Na+].OO.CC1(C)C(C)(C)OB([C:13]2[CH:14]=[C:15]3[C:20](=[CH:21][CH:22]=2)[O:19][CH2:18][CH2:17][C@@H:16]3[NH:23][C:24](=[O:30])[O:25][C:26]([CH3:29])([CH3:28])[CH3:27])O1. Product: [OH:1][C:13]1[CH:14]=[C:15]2[C:20](=[CH:21][CH:22]=1)[O:19][CH2:18][CH2:17][C@@H:16]2[NH:23][C:24](=[O:30])[O:25][C:26]([CH3:29])([CH3:28])[CH3:27]. The catalyst class is: 7. (2) Reactant: [Br:1][C:2]1[N:3]=[C:4]([NH2:9])[C:5]([NH2:8])=[N:6][CH:7]=1.CN(C=O)C.C(Cl)Cl.[H-].[Na+].[C:20]([C:24]1[C:25]([Cl:33])=[C:26]([C:30](Cl)=[O:31])[N:27]([CH3:29])[N:28]=1)([CH3:23])([CH3:22])[CH3:21]. Product: [NH2:9][C:4]1[C:5]([NH:8][C:30]([C:26]2[N:27]([CH3:29])[N:28]=[C:24]([C:20]([CH3:22])([CH3:21])[CH3:23])[C:25]=2[Cl:33])=[O:31])=[N:6][CH:7]=[C:2]([Br:1])[N:3]=1. The catalyst class is: 25. (3) Reactant: Br[CH2:2][C:3]([NH:5][C:6]([C:9]1[CH:18]=[C:17]2[C:12]([CH2:13][NH:14][C:15](=[O:27])[N:16]2[C:19]2[C:24]([Cl:25])=[CH:23][CH:22]=[CH:21][C:20]=2[Cl:26])=[C:11]([C:28]2[CH:33]=[CH:32][CH:31]=[CH:30][C:29]=2[Cl:34])[CH:10]=1)([CH3:8])[CH3:7])=[O:4].[NH:35]1[CH2:40][CH2:39][O:38][CH2:37][CH2:36]1.C(N(C(C)C)CC)(C)C. Product: [Cl:34][C:29]1[CH:30]=[CH:31][CH:32]=[CH:33][C:28]=1[C:11]1[CH:10]=[C:9]([C:6]([NH:5][C:3](=[O:4])[CH2:2][N:35]2[CH2:40][CH2:39][O:38][CH2:37][CH2:36]2)([CH3:8])[CH3:7])[CH:18]=[C:17]2[C:12]=1[CH2:13][NH:14][C:15](=[O:27])[N:16]2[C:19]1[C:24]([Cl:25])=[CH:23][CH:22]=[CH:21][C:20]=1[Cl:26]. The catalyst class is: 39.